Dataset: Drug-target binding data from BindingDB using Ki measurements. Task: Regression. Given a target protein amino acid sequence and a drug SMILES string, predict the binding affinity score between them. We predict pKi (pKi = -log10(Ki in M); higher means stronger inhibition). Dataset: bindingdb_ki. (1) The drug is O=C1Nc2ccccc2C1=O. The target protein sequence is MSNKCDVVVVGGGISGMAAAKLLHDSGLNVVVLEARDRVGGRTYTLRNQKVKYVDLGGSYVGPTQNRILRLAKELGLETYKVNEVERLIHHVKGKSYPFRGPFPPVWNPITYLDHNNFWRTMDDMGREIPSDAPWKAPLAEEWDNMTMKELLDKLCWTESAKQLATLFVNLCVTAETHEVSALWFLWYVKQCGGTTRIFSTTNGGQERKFVGGSGQVSERIMDLLGDRVKLERPVIYIDQTRENVLVETLNHEMYEAKYVISAIPPTLGMKIHFNPPLPMMRNQMITRVPLGSVIKCIVYYKEPFWRKKDYCGTMIIDGEEAPVAYTLDDTKPEGNYAAIMGFILAHKARKLARLTKEERLKKLCELYAKVLGSLEALEPVHYEEKNWCEEQYSGGCYTTYFPPGILTQYGRVLRQPVDRIYFAGTETATHWSGYMEGAVEAGERAAREILHAMGKIPEDEIWQSEPESVDVPAQPITTTFLERHLPSVPGLLRLIGLTT.... The pKi is 6.3. (2) The compound is Nc1ncnc2c1ncn2[C@@H]1O[C@H](CSCC[C@H](N)C(=O)O)[C@@H](O)[C@H]1O. The target protein (P50135) has sequence MASSMRSLFSDHGKYVESFRRFLNHSTEHQCMQEFMDKKLPGIIGRIGDTKSEIKILSIGGGAGEIDLQILSKVQAQYPGVCINNEVVEPSAEQIAKYKELVAKTSNLENVKFAWHKETSSEYQSRMLEKKELQKWDFIHMIQMLYYVKDIPATLKFFHSLLGTNAKMLIIVVSGSSGWDKLWKKYGSRFPQDDLCQYITSDDLTQMLDNLGLKYECYDLLSTMDISDCFIDGNENGDLLWDFLTETCNFNATAPPDLRAELGKDLQEPEFSAKKEGKVLFNNTLSFIVIEA. The pKi is 4.7.